Dataset: Catalyst prediction with 721,799 reactions and 888 catalyst types from USPTO. Task: Predict which catalyst facilitates the given reaction. Product: [Cl:17][C:18]1[C:19]([O:1][CH:2]2[CH2:3][CH2:4][N:5]([C:8]([O:10][C:11]([CH3:14])([CH3:13])[CH3:12])=[O:9])[CH2:6][CH2:7]2)=[CH:20][C:21]([N+:27]([O-:29])=[O:28])=[C:22]([CH:26]=1)[C:23]([OH:25])=[O:24]. The catalyst class is: 3. Reactant: [OH:1][CH:2]1[CH2:7][CH2:6][N:5]([C:8]([O:10][C:11]([CH3:14])([CH3:13])[CH3:12])=[O:9])[CH2:4][CH2:3]1.[H-].[Na+].[Cl:17][C:18]1[C:19](F)=[CH:20][C:21]([N+:27]([O-:29])=[O:28])=[C:22]([CH:26]=1)[C:23]([OH:25])=[O:24].O.